From a dataset of Full USPTO retrosynthesis dataset with 1.9M reactions from patents (1976-2016). Predict the reactants needed to synthesize the given product. (1) Given the product [Cl:22][C:23]1[C:24]([C:31]2[CH:32]=[CH:33][C:34]([C:37]([F:39])([F:38])[F:40])=[CH:35][CH:36]=2)=[N:25][O:26][C:27]=1[C:28]([NH:7][C@@H:6]1[CH2:5][CH2:4][CH2:3][C@H:2]([OH:1])[CH2:10]1)=[O:29], predict the reactants needed to synthesize it. The reactants are: [OH:1][C:2]1[C:10]2N=N[NH:7][C:6]=2[CH:5]=[CH:4][CH:3]=1.CCN=C=NCCCN(C)C.[Cl:22][C:23]1[C:24]([C:31]2[CH:36]=[CH:35][C:34]([C:37]([F:40])([F:39])[F:38])=[CH:33][CH:32]=2)=[N:25][O:26][C:27]=1[C:28](O)=[O:29].N[C@@H]1CCC[C@H](O)C1. (2) Given the product [CH3:14][O:15][C:16]1[CH:17]=[C:18]2[C:22](=[CH:23][CH:24]=1)[NH:21][CH:20]=[C:19]2[C:25]([CH3:33])=[CH:26][C:27]1[CH:28]=[N:29][CH:30]=[CH:31][CH:32]=1, predict the reactants needed to synthesize it. The reactants are: [Li]C.C(OCC)C.OS([O-])(=O)=O.[K+].[CH3:14][O:15][C:16]1[CH:17]=[C:18]2[C:22](=[CH:23][CH:24]=1)[NH:21][CH:20]=[C:19]2/[C:25](/[C:33]#C)=[CH:26]/[C:27]1[CH:28]=[N:29][CH:30]=[CH:31][CH:32]=1. (3) Given the product [C:13]([C:7]1[C:6]([CH3:8])=[CH:5][C:4]([NH:9][C:10](=[O:12])[CH3:11])=[CH:3][C:2]=1[Cl:1])(=[O:15])[CH3:14], predict the reactants needed to synthesize it. The reactants are: [Cl:1][C:2]1[CH:3]=[C:4]([NH:9][C:10](=[O:12])[CH3:11])[CH:5]=[C:6]([CH3:8])[CH:7]=1.[C:13](Cl)(=[O:15])[CH3:14].[Cl-].[Al+3].[Cl-].[Cl-]. (4) Given the product [CH2:1]([C:5]1[N:10]=[C:9]([S:11][CH3:16])[NH:8][C:7](=[O:12])[CH:6]=1)[CH2:2][CH2:3][CH3:4], predict the reactants needed to synthesize it. The reactants are: [CH2:1]([C:5]1[NH:10][C:9](=[S:11])[NH:8][C:7](=[O:12])[CH:6]=1)[CH2:2][CH2:3][CH3:4].[OH-].[Na+].I[CH3:16]. (5) Given the product [C:1]([N:4]1[CH2:9][CH2:8][CH:7]([C:10]2[C:18]3[C:13](=[CH:14][CH:15]=[CH:16][CH:17]=3)[N:12]([CH2:19][C:20]3[CH:21]=[CH:22][C:23]([N+:26]([O-:28])=[O:27])=[CH:24][CH:25]=3)[CH:11]=2)[CH2:6][CH2:5]1)(=[O:3])[CH3:2], predict the reactants needed to synthesize it. The reactants are: [C:1]([N:4]1[CH2:9][CH2:8][CH:7]([CH:10]2[C:18]3[C:13](=[CH:14][CH:15]=[CH:16][CH:17]=3)[N:12]([CH2:19][C:20]3[CH:25]=[CH:24][C:23]([N+:26]([O-:28])=[O:27])=[CH:22][CH:21]=3)[CH2:11]2)[CH2:6][CH2:5]1)(=[O:3])[CH3:2].[N+](C1C=CC=CC=1)([O-])=O. (6) Given the product [Cl:10][C:11]1[N+:12]([O-:19])=[CH:13][C:14]([CH2:17][N:29]2[CH2:30][CH2:31][N:26]([C:20]3[CH:25]=[CH:24][CH:23]=[CH:22][CH:21]=3)[CH2:27][CH2:28]2)=[CH:15][CH:16]=1, predict the reactants needed to synthesize it. The reactants are: C(N(C(C)C)CC)(C)C.[Cl:10][C:11]1[CH:16]=[CH:15][C:14]([CH2:17]Cl)=[CH:13][N+:12]=1[O-:19].[C:20]1([N:26]2[CH2:31][CH2:30][NH:29][CH2:28][CH2:27]2)[CH:25]=[CH:24][CH:23]=[CH:22][CH:21]=1.[I-].[K+].[N-]=C=O.C1(S)C=CC=CC=1.C(=O)([O-])[O-]. (7) The reactants are: [NH2:1][C@H:2]([C:4]1[N:9]([C:10]2[CH:15]=[CH:14][CH:13]=[CH:12][CH:11]=2)[C:8](=[O:16])[C:7]2=[C:17]([CH3:20])[CH:18]=[CH:19][N:6]2[N:5]=1)[CH3:3].[NH2:21][C:22]1[C:27]([C:28]([NH:30][C:31]2[CH:36]=[C:35]([C:37](=[O:39])[NH2:38])[CH:34]=[CH:33][C:32]=2[O:40][CH3:41])=[O:29])=[C:26](Cl)[N:25]=[CH:24][N:23]=1.CCN(C(C)C)C(C)C.[F-].[Cs+]. Given the product [NH2:21][C:22]1[C:27]([C:28]([NH:30][C:31]2[CH:36]=[C:35]([C:37](=[O:39])[NH2:38])[CH:34]=[CH:33][C:32]=2[O:40][CH3:41])=[O:29])=[C:26]([NH:1][C@H:2]([C:4]2[N:9]([C:10]3[CH:15]=[CH:14][CH:13]=[CH:12][CH:11]=3)[C:8](=[O:16])[C:7]3=[C:17]([CH3:20])[CH:18]=[CH:19][N:6]3[N:5]=2)[CH3:3])[N:25]=[CH:24][N:23]=1, predict the reactants needed to synthesize it.